From a dataset of Catalyst prediction with 721,799 reactions and 888 catalyst types from USPTO. Predict which catalyst facilitates the given reaction. (1) Reactant: [O:1]=[C:2]([N:26]1[CH2:31][CH2:30][CH:29]([O:32][C:33]2[CH:38]=[CH:37][CH:36]=[C:35]([C:39]([F:42])([F:41])[F:40])[CH:34]=2)[CH2:28][CH2:27]1)[CH2:3][NH:4][C:5]([C:7]1[CH:11]=[C:10]([C:12]2[CH:17]=[CH:16][CH:15]=[CH:14][C:13]=2[O:18]CC2C=CC=CC=2)[NH:9][N:8]=1)=[O:6].ClC1C=CC=CC=1NC1CCN(C(=O)CNC(C2C=C(C3C=CC=CC=3OCC3C=CC=CC=3)NN=2)=O)CC1. Product: [O:1]=[C:2]([N:26]1[CH2:31][CH2:30][CH:29]([O:32][C:33]2[CH:38]=[CH:37][CH:36]=[C:35]([C:39]([F:40])([F:41])[F:42])[CH:34]=2)[CH2:28][CH2:27]1)[CH2:3][NH:4][C:5]([C:7]1[CH:11]=[C:10]([C:12]2[CH:17]=[CH:16][CH:15]=[CH:14][C:13]=2[OH:18])[NH:9][N:8]=1)=[O:6]. The catalyst class is: 19. (2) Reactant: Br[C:2]1[CH:3]=[C:4]2[O:10][C:9](=[O:11])[N:8]([CH3:12])[C:5]2=[N:6][CH:7]=1.[CH3:13][C:14]1([CH3:30])[C:18]([CH3:20])([CH3:19])[O:17][B:16]([B:16]2[O:17][C:18]([CH3:20])([CH3:19])[C:14]([CH3:30])([CH3:13])[O:15]2)[O:15]1.ClCCl.C([O-])(=O)C.[K+]. Product: [CH3:12][N:8]1[C:5]2=[N:6][CH:7]=[C:2]([B:16]3[O:17][C:18]([CH3:20])([CH3:19])[C:14]([CH3:30])([CH3:13])[O:15]3)[CH:3]=[C:4]2[O:10][C:9]1=[O:11]. The catalyst class is: 12. (3) Reactant: [CH2:1]([N:3]1[CH2:8][CH2:7][CH:6]([CH2:9][C:10]2[CH:15]=[C:14]([F:16])[CH:13]=[CH:12][C:11]=2[S:17]([NH:20][C:21]2[C:30]([C:31]([O:33]C)=[O:32])=[C:29]3[C:24]([CH:25]4[CH2:35][CH:26]4[CH2:27][O:28]3)=[CH:23][CH:22]=2)(=[O:19])=[O:18])[CH2:5][CH2:4]1)[CH3:2].O.[OH-].[Li+].O. Product: [CH2:1]([N:3]1[CH2:8][CH2:7][CH:6]([CH2:9][C:10]2[CH:15]=[C:14]([F:16])[CH:13]=[CH:12][C:11]=2[S:17]([NH:20][C:21]2[C:30]([C:31]([OH:33])=[O:32])=[C:29]3[C:24]([CH:25]4[CH2:35][CH:26]4[CH2:27][O:28]3)=[CH:23][CH:22]=2)(=[O:18])=[O:19])[CH2:5][CH2:4]1)[CH3:2]. The catalyst class is: 12. (4) Reactant: [O:1]1[CH2:5][CH2:4][C@H:3]([O:6][C:7]2[CH:12]=[CH:11][N:10]=[C:9]([NH2:13])[N:8]=2)[CH2:2]1.C1C(=O)N([Cl:21])C(=O)C1. Product: [Cl:21][C:12]1[C:7]([O:6][C@H:3]2[CH2:4][CH2:5][O:1][CH2:2]2)=[N:8][C:9]([NH2:13])=[N:10][CH:11]=1. The catalyst class is: 291.